From a dataset of Forward reaction prediction with 1.9M reactions from USPTO patents (1976-2016). Predict the product of the given reaction. (1) Given the reactants [O:1]1[CH:5]=[CH:4][CH:3]=[C:2]1[C:6]1[O:7][C:8]([CH3:33])=[C:9]([CH2:11][O:12][C:13]2[CH:30]=[CH:29][C:16]([CH2:17][O:18][C:19]3[C:23]([CH2:24][OH:25])=[CH:22][N:21]([CH2:26][CH2:27][OH:28])[N:20]=3)=[CH:15][C:14]=2[O:31][CH3:32])[N:10]=1, predict the reaction product. The product is: [O:1]1[CH:5]=[CH:4][CH:3]=[C:2]1[C:6]1[O:7][C:8]([CH3:33])=[C:9]([CH2:11][O:12][C:13]2[CH:30]=[CH:29][C:16]([CH2:17][O:18][C:19]3[C:23]([CH:24]=[O:25])=[CH:22][N:21]([CH2:26][CH2:27][OH:28])[N:20]=3)=[CH:15][C:14]=2[O:31][CH3:32])[N:10]=1. (2) Given the reactants [Cl:1][C:2]1[N:11]=[CH:10][C:9]2[C:4](=[C:5]([OH:13])[CH:6]=[CH:7][C:8]=2[Cl:12])[N:3]=1.IC.[C:16](=O)([O-])[O-].[K+].[K+], predict the reaction product. The product is: [Cl:1][C:2]1[N:11]=[CH:10][C:9]2[C:4](=[C:5]([O:13][CH3:16])[CH:6]=[CH:7][C:8]=2[Cl:12])[N:3]=1. (3) Given the reactants [CH:1]1([C:6](Cl)=[O:7])[CH2:5][CH2:4][CH2:3][CH2:2]1.Cl.[NH2:10][C:11]1[N:16]=[C:15]([C:17]2[CH:26]=[C:25]3[C:20]([CH2:21][CH2:22][N:23]([C:27]([O:29][CH:30]4[CH2:35][CH2:34][NH:33][CH2:32][CH2:31]4)=[O:28])[CH2:24]3)=[CH:19][CH:18]=2)[CH:14]=[C:13]([N:36]2[CH2:41][CH2:40][N:39]([CH3:42])[CH2:38][CH2:37]2)[N:12]=1.C(N(CC)C(C)C)(C)C, predict the reaction product. The product is: [NH2:10][C:11]1[N:16]=[C:15]([C:17]2[CH:26]=[C:25]3[C:20]([CH2:21][CH2:22][N:23]([C:27]([O:29][CH:30]4[CH2:35][CH2:34][N:33]([C:6]([CH:1]5[CH2:5][CH2:4][CH2:3][CH2:2]5)=[O:7])[CH2:32][CH2:31]4)=[O:28])[CH2:24]3)=[CH:19][CH:18]=2)[CH:14]=[C:13]([N:36]2[CH2:41][CH2:40][N:39]([CH3:42])[CH2:38][CH2:37]2)[N:12]=1. (4) Given the reactants [N:1](OCCC(C)C)=O.[NH2:9][C:10]1[CH:19]=[CH:18][C:13]([C:14]([O:16][CH3:17])=[O:15])=[CH:12][C:11]=1[CH3:20], predict the reaction product. The product is: [NH:9]1[C:10]2[C:11](=[CH:12][C:13]([C:14]([O:16][CH3:17])=[O:15])=[CH:18][CH:19]=2)[CH:20]=[N:1]1.